Dataset: NCI-60 drug combinations with 297,098 pairs across 59 cell lines. Task: Regression. Given two drug SMILES strings and cell line genomic features, predict the synergy score measuring deviation from expected non-interaction effect. Drug 1: C1=CC(=CC=C1CCCC(=O)O)N(CCCl)CCCl. Drug 2: C1=CC=C(C(=C1)C(C2=CC=C(C=C2)Cl)C(Cl)Cl)Cl. Cell line: NCI-H460. Synergy scores: CSS=27.9, Synergy_ZIP=0.464, Synergy_Bliss=0.838, Synergy_Loewe=-15.5, Synergy_HSA=0.421.